Dataset: NCI-60 drug combinations with 297,098 pairs across 59 cell lines. Task: Regression. Given two drug SMILES strings and cell line genomic features, predict the synergy score measuring deviation from expected non-interaction effect. (1) Drug 1: C1CC(=O)NC(=O)C1N2CC3=C(C2=O)C=CC=C3N. Drug 2: CCN(CC)CCCC(C)NC1=C2C=C(C=CC2=NC3=C1C=CC(=C3)Cl)OC. Cell line: SF-268. Synergy scores: CSS=24.9, Synergy_ZIP=-1.14, Synergy_Bliss=5.77, Synergy_Loewe=0.394, Synergy_HSA=6.56. (2) Drug 1: CC=C1C(=O)NC(C(=O)OC2CC(=O)NC(C(=O)NC(CSSCCC=C2)C(=O)N1)C(C)C)C(C)C. Drug 2: CCN(CC)CCCC(C)NC1=C2C=C(C=CC2=NC3=C1C=CC(=C3)Cl)OC. Cell line: OVCAR-5. Synergy scores: CSS=69.0, Synergy_ZIP=-3.61, Synergy_Bliss=-0.242, Synergy_Loewe=-7.70, Synergy_HSA=1.34. (3) Drug 1: CNC(=O)C1=CC=CC=C1SC2=CC3=C(C=C2)C(=NN3)C=CC4=CC=CC=N4. Drug 2: C1=C(C(=O)NC(=O)N1)N(CCCl)CCCl. Cell line: EKVX. Synergy scores: CSS=5.21, Synergy_ZIP=-0.879, Synergy_Bliss=7.33, Synergy_Loewe=5.25, Synergy_HSA=7.77.